Dataset: Catalyst prediction with 721,799 reactions and 888 catalyst types from USPTO. Task: Predict which catalyst facilitates the given reaction. Reactant: [C:1]([O:5][C:6]([N:8]1[CH2:16][C:15]2[C:10](=[CH:11][CH:12]=[C:13]([CH:17]=[C:18]([F:20])[F:19])[CH:14]=2)[CH2:9]1)=[O:7])([CH3:4])([CH3:3])[CH3:2].CS(C)=O.O.[F-:26].[K+]. Product: [C:1]([O:5][C:6]([N:8]1[CH2:16][C:15]2[C:10](=[CH:11][CH:12]=[C:13]([CH2:17][C:18]([F:26])([F:20])[F:19])[CH:14]=2)[CH2:9]1)=[O:7])([CH3:4])([CH3:2])[CH3:3]. The catalyst class is: 1.